This data is from Reaction yield outcomes from USPTO patents with 853,638 reactions. The task is: Predict the reaction yield, written as a fraction of the theoretical maximum amount of product (1.0 means a 100% yield; for example, 0.34 means a 34% yield). (1) The yield is 0.500. The catalyst is C1COCC1. The product is [Br:3][C:4]1[CH:9]=[CH:8][N:7]([CH3:11])[C:6](=[O:10])[CH:5]=1. The reactants are [H-].[Na+].[Br:3][C:4]1[CH:9]=[CH:8][N:7]=[C:6]([OH:10])[CH:5]=1.[CH3:11]I. (2) The reactants are [O:1]=[C:2]1[CH2:10][CH2:9][CH2:8][C:7]2[NH:6][CH:5]=[C:4]([CH:11]([CH3:15])C(O)=O)[C:3]1=2.[C:16]([N:23]1[CH:27]=[CH:26]N=[CH:24]1)(N1C=CN=C1)=[O:17].N1CCC[CH2:29]1.O. The catalyst is ClCCl. The product is [O:17]=[C:16]([N:23]1[CH2:24][CH2:29][CH2:26][CH2:27]1)[CH2:15][CH2:11][C:4]1[C:3]2[C:2](=[O:1])[CH2:10][CH2:9][CH2:8][C:7]=2[NH:6][CH:5]=1. The yield is 0.960.